This data is from NCI-60 drug combinations with 297,098 pairs across 59 cell lines. The task is: Regression. Given two drug SMILES strings and cell line genomic features, predict the synergy score measuring deviation from expected non-interaction effect. Drug 1: C#CCC(CC1=CN=C2C(=N1)C(=NC(=N2)N)N)C3=CC=C(C=C3)C(=O)NC(CCC(=O)O)C(=O)O. Drug 2: COC1=C2C(=CC3=C1OC=C3)C=CC(=O)O2. Cell line: KM12. Synergy scores: CSS=-0.193, Synergy_ZIP=-0.192, Synergy_Bliss=-1.45, Synergy_Loewe=-0.381, Synergy_HSA=-2.54.